The task is: Predict the reactants needed to synthesize the given product.. This data is from Full USPTO retrosynthesis dataset with 1.9M reactions from patents (1976-2016). (1) Given the product [F:17][C:14]1[CH:13]=[CH:12][CH:11]=[C:10]2[C:15]=1[CH:16]=[C:8]([C:6]1[C:5]([CH:18]=[CH2:19])=[CH:4][N:3]=[C:2]([C:37]3[C:38]([N:40]([CH3:45])[S:41]([CH3:44])(=[O:43])=[O:42])=[CH:39][C:29]4[O:28][C:27]([C:24]5[CH:25]=[CH:26][C:21]([F:20])=[CH:22][CH:23]=5)=[C:31]([C:32]([NH:33][CH3:34])=[O:35])[C:30]=4[CH:36]=3)[N:7]=1)[NH:9]2, predict the reactants needed to synthesize it. The reactants are: Cl[C:2]1[N:7]=[C:6]([C:8]2[NH:9][C:10]3[C:15]([CH:16]=2)=[C:14]([F:17])[CH:13]=[CH:12][CH:11]=3)[C:5]([CH:18]=[CH2:19])=[CH:4][N:3]=1.[F:20][C:21]1[CH:26]=[CH:25][C:24]([C:27]2[O:28][C:29]3[CH:39]=[C:38]([N:40]([CH3:45])[S:41]([CH3:44])(=[O:43])=[O:42])[C:37](B(O)O)=[CH:36][C:30]=3[C:31]=2[C:32](=[O:35])[NH:33][CH3:34])=[CH:23][CH:22]=1.CC(C1C=C(C(C)C)C(C2C=CC=CC=2P(C2CCCCC2)C2CCCCC2)=C(C(C)C)C=1)C.[O-]P([O-])([O-])=O.[K+].[K+].[K+]. (2) Given the product [Br:1][C:2]1[CH:3]=[C:4]2[C:9](=[CH:10][CH:11]=1)[N:8]=[N:7][C:6]([N+:13]([O-:15])=[O:14])=[C:5]2[OH:12], predict the reactants needed to synthesize it. The reactants are: [Br:1][C:2]1[CH:3]=[C:4]2[C:9](=[CH:10][CH:11]=1)[N:8]=[N:7][CH:6]=[C:5]2[OH:12].[N+:13]([O-])([OH:15])=[O:14]. (3) Given the product [Cl:1][C:2]1[CH:3]=[C:4]([NH:9][C:10]2[C:11]3[C:12](=[C:13]([C:17]4[CH:22]=[CH:21][N:20]=[C:19]([CH3:23])[CH:18]=4)[N:14]=[CH:15][CH:16]=3)[O:24][C:29]=2[NH2:30])[CH:5]=[CH:6][C:7]=1[F:8], predict the reactants needed to synthesize it. The reactants are: [Cl:1][C:2]1[CH:3]=[C:4]([N:9]=[CH:10][C:11]2[CH:16]=[CH:15][N:14]=[C:13]([C:17]3[CH:22]=[CH:21][N:20]=[C:19]([CH3:23])[CH:18]=3)[C:12]=2[OH:24])[CH:5]=[CH:6][C:7]=1[F:8].[Si]([C:29]#[N:30])(C)(C)C. (4) Given the product [CH2:10]([N:14]([CH2:18][CH2:19][CH2:20][CH3:21])[C:7]([N:1]1[CH2:2][CH2:3][O:4][CH2:5][CH2:6]1)=[O:9])[CH2:11][CH2:12][CH3:13], predict the reactants needed to synthesize it. The reactants are: [N:1]1([C:7]([OH:9])=O)[CH2:6][CH2:5][O:4][CH2:3][CH2:2]1.[CH2:10]([N:14]([CH2:18][CH2:19][CH2:20][CH3:21])C(Cl)=O)[CH2:11][CH2:12][CH3:13].N1C=CC=CC=1. (5) Given the product [Br:11][CH2:12][CH2:13][CH2:14][O:10][C:7]1[CH:8]=[C:9]2[C:4]([CH:3]=[N:2][NH:1]2)=[CH:5][CH:6]=1, predict the reactants needed to synthesize it. The reactants are: [NH:1]1[C:9]2[C:4](=[CH:5][CH:6]=[C:7]([OH:10])[CH:8]=2)[CH:3]=[N:2]1.[Br:11][CH2:12][CH2:13][CH2:14]Br.C([O-])([O-])=O.[K+].[K+].